Task: Regression. Given a target protein amino acid sequence and a drug SMILES string, predict the binding affinity score between them. We predict pIC50 (pIC50 = -log10(IC50 in M); higher means more potent). Dataset: bindingdb_ic50.. Dataset: Drug-target binding data from BindingDB using IC50 measurements (1) The drug is Cn1cc2cc(C(F)(F)c3nnc4ccc(-c5cnn(C6CCOC6)c5)nn34)c(F)cc2n1. The target protein sequence is GDSDISSPLLQNTVHIDLSALNPELVQAVQHVVIGPSSLIVHFNEVIGRGHFGCVYHGTLLDNDGKKIHCAVKSLNRITDIGEVSQFLTEGIIMKDFSHPNVLSLLGICLRSEGSPLVVLPYMKHGDLRNFIRNETHNPTVKDLIGFGLQVAKGMKYLASKKFVHRDLAARNCMLDEKFTVKVADFGLARDMYDKEYYSVHNKTGAKLPVKWMALESLQTQKFTTKSDVWSFGVLLWELMTRGAPPYPDVNTFDITVYLLQGRRLLQPEYCPDPLYEVMLKCWHPKAEMRPSFSELVSRISAIFSTFIG. The pIC50 is 7.1. (2) The compound is CCCCCCCCCCCCCCC(=O)O. The target protein (O62664) has sequence MSRQGISLRFPLLLLLLSPSPVLPADPGAPAPVNPCCYYPCQHQGICVRFGLDRYQCDCTRTGYYGPNCTIPEIWTWLRTTLRPSPSFVHFLLTHGRWLWDFVNATFIRDKLMRLVLTVRSNLIPSPPTYNVAHDYISWESFSNVSYYTRILPSVPRDCPTPMGTKGKKQLPDAEFLSRRFLLRRKFIPDPQGTNLMFAFFAQHFTHQFFKTSGKMGPGFTKALGHGVDLGHIYGDNLERQYQLRLFKDGKLKYQMLNGEVYPPSVEEAPVLMHYPRGIPPQSQMAVGQEVFGLLPGLMVYATIWLREHNRVCDLLKAEHPTWGDEQLFQTARLILIGETIKIVIEEYVQQLSGYFLQLKFDPELLFGAQFQYRNRIAMEFNQLYHWHPLMPDSFRVGPQDYSYEQFLFNTSMLVDYGVEALVDAFSRQPAGRIGGGRNIDHHILHVAVDVIKESRELRLQPFNEYRKRFGMKPYTSFQELTGEKEMAAELEELYGDIDA.... The pIC50 is 3.3. (3) The compound is Cc1cnc(N2CC3(CCOCC3)C2)c(C(=O)Nc2ccc(C(=O)N3CCc4cc(-c5nc6cccc(F)c6[nH]5)sc4-c4ccccc43)cc2)c1. The pIC50 is 8.7. The target protein (P03418) has sequence MALSKVKLNDTLNKDQLLSSSKYTIQRSTGDSIDTPNYDVQKHINKLCGMLLITEDANHKFTGLIGMLYAMSRLGREDTIKILRDAGYHVKANGVDVTTHRQDINGKEMKFEVLTLASLTTEIQINIEIESRKSYKKMLKEMGEVAPEYRHDSPDCGMIILCIAALVITKLAAGDRSGLTAVIRRANNVLKNEMKRYKGLLPKDIANSFYEVFEKHPHFIDVFVHFGIAQSSTRGGSRVEGIFAGLFMNAYGAGQVMLRWGVLAKSVKNIMLGHASVQAEMEQVVEVYEYAQKLGGEAGFYHILNNPKASLLSLTQFPHFSSVVLGNAAGLGIMGEYRGTPRNQDLYDAAKAYAEQLKENGVINYSVLDLTAEELEAIKHQLNPKDNDVEL.